Dataset: Reaction yield outcomes from USPTO patents with 853,638 reactions. Task: Predict the reaction yield, written as a fraction of the theoretical maximum amount of product (1.0 means a 100% yield; for example, 0.34 means a 34% yield). (1) The reactants are [Br:1][C:2]1[CH:7]=[C:6]([N+:8]([O-:10])=[O:9])[C:5]([NH:11]C(=O)C(F)(F)F)=[C:4]([CH:18]2[CH2:22][CH2:21][CH2:20][O:19]2)[C:3]=1[F:23].O1CCOCC1.S(=O)(=O)(O)O.C([O-])(O)=O.[Na+]. The catalyst is CCOC(C)=O. The product is [Br:1][C:2]1[CH:7]=[C:6]([N+:8]([O-:10])=[O:9])[C:5]([NH2:11])=[C:4]([CH:18]2[CH2:22][CH2:21][CH2:20][O:19]2)[C:3]=1[F:23]. The yield is 0.940. (2) The reactants are [CH2:1]([N:3]([CH3:22])[C:4]1[CH:21]=[CH:20][C:7]2[CH2:8][N:9](C(OC(C)(C)C)=O)[CH2:10][CH2:11][O:12][C:6]=2[CH:5]=1)[CH3:2].C(OCC)(=O)C.[ClH:29]. No catalyst specified. The product is [ClH:29].[ClH:29].[CH2:1]([N:3]([CH3:22])[C:4]1[CH:21]=[CH:20][C:7]2[CH2:8][NH:9][CH2:10][CH2:11][O:12][C:6]=2[CH:5]=1)[CH3:2]. The yield is 0.681. (3) The reactants are C([O:5][C:6](=[O:19])[CH2:7][NH:8][C:9]([C:11]1[C:16]([OH:17])=[CH:15][C:14]([OH:18])=[CH:13][N:12]=1)=[O:10])(C)(C)C.FC(F)(F)C(O)=O. The catalyst is C(Cl)Cl. The product is [OH:17][C:16]1[C:11]([C:9]([NH:8][CH2:7][C:6]([OH:19])=[O:5])=[O:10])=[N:12][CH:13]=[C:14]([OH:18])[CH:15]=1. The yield is 0.890. (4) The reactants are [F:1][C:2]([F:12])([F:11])[C:3]([CH3:10])([CH3:9])[C:4](=O)[CH2:5][C:6]#[N:7].Cl.[NH2:14][OH:15].[OH-].[Na+]. The catalyst is O. The product is [F:1][C:2]([F:12])([F:11])[C:3]([C:4]1[CH:5]=[C:6]([NH2:7])[O:15][N:14]=1)([CH3:10])[CH3:9]. The yield is 0.610. (5) The reactants are [F:1][C:2]([F:15])([F:14])[C:3]1[CH:4]=[C:5]([CH:7]=[C:8]([C:10]([F:13])([F:12])[F:11])[CH:9]=1)[NH2:6].C(OC([NH:23][C@H:24]([C:32](O)=[O:33])[CH2:25][C:26]1[CH:31]=[CH:30][CH:29]=[CH:28][CH:27]=1)=O)(C)(C)C.P(Cl)(Cl)Cl.C(=O)([O-])O.[Na+]. The catalyst is C1(C)C=CC=CC=1. The product is [NH2:23][C@@H:24]([CH2:25][C:26]1[CH:31]=[CH:30][CH:29]=[CH:28][CH:27]=1)[C:32]([NH:6][C:5]1[CH:4]=[C:3]([C:2]([F:14])([F:15])[F:1])[CH:9]=[C:8]([C:10]([F:11])([F:12])[F:13])[CH:7]=1)=[O:33]. The yield is 0.929. (6) The reactants are [CH3:1][C:2]1[CH:7]=[C:6]([N:8]2[CH2:19][CH2:18][C:11]3([NH:15][C:14](=[O:16])[NH:13][C:12]3=[O:17])[CH2:10][CH2:9]2)[CH:5]=[CH:4][N:3]=1.[Cl:20][C:21]1[CH:22]=[C:23]2[C:28](=[CH:29][CH:30]=1)[CH:27]=[C:26]([S:31]([CH2:34][CH2:35]CO)(=[O:33])=[O:32])[CH:25]=[CH:24]2.[C:38]1(P(C2C=CC=CC=2)C2C=CC=CC=2)C=CC=CC=1.N(C(OCC)=O)=NC(OCC)=O. The catalyst is CN(C=O)C.C1(C)C=CC=CC=1. The product is [Cl:20][C:21]1[CH:22]=[C:23]2[C:28](=[CH:29][CH:30]=1)[CH:27]=[C:26]([S:31]([CH:34]([CH3:35])[CH2:38][N:13]1[C:12](=[O:17])[C:11]3([CH2:10][CH2:9][N:8]([C:6]4[CH:5]=[CH:4][N:3]=[C:2]([CH3:1])[CH:7]=4)[CH2:19][CH2:18]3)[NH:15][C:14]1=[O:16])(=[O:32])=[O:33])[CH:25]=[CH:24]2. The yield is 0.0500. (7) The reactants are [Cl:1][C:2]1[C:23]([Cl:24])=[CH:22][C:5]2[O:6][C@H:7]([CH2:10]OS(C3C=CC(C)=CC=3)(=O)=O)[CH2:8][O:9][C:4]=2[CH:3]=1.[C:25]1(=[O:35])[NH:29][C:28](=[O:30])[C:27]2=[CH:31][CH:32]=[CH:33][CH:34]=[C:26]12.[K].O. The catalyst is CN(C=O)C. The product is [Cl:1][C:2]1[C:23]([Cl:24])=[CH:22][C:5]2[O:6][C@@H:7]([CH2:10][N:29]3[C:25](=[O:35])[C:26]4[C:27](=[CH:31][CH:32]=[CH:33][CH:34]=4)[C:28]3=[O:30])[CH2:8][O:9][C:4]=2[CH:3]=1. The yield is 0.800. (8) The reactants are [CH3:1][O:2][C:3]1[CH:8]=[C:7]([O:9][CH3:10])[CH:6]=[CH:5][C:4]=1[CH2:11][N:12]1[C:17]([OH:18])=[C:16]([C:19](OCC)=[O:20])[C:15](=[O:24])[N:14]([CH2:25][C:26]2[CH:31]=[CH:30][CH:29]=[CH:28][CH:27]=2)[C:13]1=[O:32].C1CCN2C(=NCCC2)CC1.[NH2:44][CH2:45][C:46]([OH:48])=[O:47]. The catalyst is C(O)C.Cl. The product is [CH3:1][O:2][C:3]1[CH:8]=[C:7]([O:9][CH3:10])[CH:6]=[CH:5][C:4]=1[CH2:11][N:12]1[C:17]([OH:18])=[C:16]([C:19]([NH:44][CH2:45][C:46]([OH:48])=[O:47])=[O:20])[C:15](=[O:24])[N:14]([CH2:25][C:26]2[CH:27]=[CH:28][CH:29]=[CH:30][CH:31]=2)[C:13]1=[O:32]. The yield is 0.420.